This data is from Reaction yield outcomes from USPTO patents with 853,638 reactions. The task is: Predict the reaction yield, written as a fraction of the theoretical maximum amount of product (1.0 means a 100% yield; for example, 0.34 means a 34% yield). (1) The catalyst is N1C=CC=CC=1. The yield is 0.690. The reactants are [NH2:1][C:2]1[CH:3]=[C:4]([O:16][CH2:17][CH2:18][CH2:19][S:20]([CH3:23])(=[O:22])=[O:21])[CH:5]=[C:6]2[C:10]=1[NH:9][C:8]([C:11]([O:13][CH2:14][CH3:15])=[O:12])=[CH:7]2.[N:24]1[CH:29]=[CH:28][CH:27]=[CH:26][C:25]=1[S:30](Cl)(=[O:32])=[O:31]. The product is [CH3:23][S:20]([CH2:19][CH2:18][CH2:17][O:16][C:4]1[CH:5]=[C:6]2[C:10](=[C:2]([NH:1][S:30]([C:25]3[CH:26]=[CH:27][CH:28]=[CH:29][N:24]=3)(=[O:32])=[O:31])[CH:3]=1)[NH:9][C:8]([C:11]([O:13][CH2:14][CH3:15])=[O:12])=[CH:7]2)(=[O:22])=[O:21]. (2) The reactants are [Cl:1][C:2]1[CH:3]=[C:4]([C:9]2[N:14]=[C:13]3[CH2:15][CH2:16][CH2:17][C:12]3=[C:11]([NH:18][C:19]3[CH:24]=[CH:23][C:22]([CH2:25][C:26](OCC)=[O:27])=[CH:21][CH:20]=3)[CH:10]=2)[CH:5]=[CH:6][C:7]=1[Cl:8].NC1C=CC(CCO)=CC=1. No catalyst specified. The product is [ClH:1].[Cl:1][C:2]1[CH:3]=[C:4]([C:9]2[N:14]=[C:13]3[CH2:15][CH2:16][CH2:17][C:12]3=[C:11]([NH:18][C:19]3[CH:20]=[CH:21][C:22]([CH2:25][CH2:26][OH:27])=[CH:23][CH:24]=3)[CH:10]=2)[CH:5]=[CH:6][C:7]=1[Cl:8]. The yield is 0.250. (3) The reactants are [C:1]([O:5][C:6]([N:8]([CH2:10][C:11]1[CH:20]=[CH:19][C:14]([C:15]([O:17]C)=[O:16])=[CH:13][CH:12]=1)[CH3:9])=[O:7])([CH3:4])([CH3:3])[CH3:2].[OH-].[Na+]. The catalyst is CCO. The product is [C:1]([O:5][C:6]([N:8]([CH2:10][C:11]1[CH:12]=[CH:13][C:14]([C:15]([OH:17])=[O:16])=[CH:19][CH:20]=1)[CH3:9])=[O:7])([CH3:4])([CH3:2])[CH3:3]. The yield is 0.750.